This data is from Forward reaction prediction with 1.9M reactions from USPTO patents (1976-2016). The task is: Predict the product of the given reaction. Given the reactants [CH2:1]([N:3]1[C:7]2=[N:8][C:9]([CH2:27][CH3:28])=[C:10]([CH2:19][NH:20][C:21](=[O:26])[CH2:22][C:23]([OH:25])=O)[C:11]([NH:12][CH:13]3[CH2:18][CH2:17][O:16][CH2:15][CH2:14]3)=[C:6]2[CH:5]=[N:4]1)[CH3:2].[Br:29][C:30]1[CH:31]=[C:32]([CH2:37][NH2:38])[CH:33]=[CH:34][C:35]=1[CH3:36].[Br:29][C:30]1[CH:31]=[C:32]([CH2:37][NH2:38])[CH:33]=[CH:34][C:35]=1[CH3:36].CN(C(ON1N=NC2C=CC=NC1=2)=[N+](C)C)C.F[P-](F)(F)(F)(F)F.C(N(CC)CC)C, predict the reaction product. The product is: [Br:29][C:30]1[CH:31]=[C:32]([CH2:37][NH:38][C:23](=[O:25])[CH2:22][C:21]([NH:20][CH2:19][C:10]2[C:11]([NH:12][CH:13]3[CH2:14][CH2:15][O:16][CH2:17][CH2:18]3)=[C:6]3[CH:5]=[N:4][N:3]([CH2:1][CH3:2])[C:7]3=[N:8][C:9]=2[CH2:27][CH3:28])=[O:26])[CH:33]=[CH:34][C:35]=1[CH3:36].